From a dataset of Reaction yield outcomes from USPTO patents with 853,638 reactions. Predict the reaction yield, written as a fraction of the theoretical maximum amount of product (1.0 means a 100% yield; for example, 0.34 means a 34% yield). The reactants are C(N1C=CN=C1)(N1C=CN=C1)=O.[C:13]([O:17][C:18]([NH:20][CH:21]([C:26]1[CH:31]=[CH:30][C:29]([O:32][CH3:33])=[C:28]([O:34][CH2:35][CH3:36])[CH:27]=1)[CH2:22][C:23]([OH:25])=O)=[O:19])([CH3:16])([CH3:15])[CH3:14].Cl.[CH3:38][NH:39][O:40][CH3:41].CN1CCCCC1. The catalyst is C(Cl)Cl. The product is [C:13]([O:17][C:18]([NH:20][CH:21]([C:26]1[CH:31]=[CH:30][C:29]([O:32][CH3:33])=[C:28]([O:34][CH2:35][CH3:36])[CH:27]=1)[CH2:22][C:23]([N:39]([O:40][CH3:41])[CH3:38])=[O:25])=[O:19])([CH3:14])([CH3:15])[CH3:16]. The yield is 0.780.